This data is from Forward reaction prediction with 1.9M reactions from USPTO patents (1976-2016). The task is: Predict the product of the given reaction. (1) Given the reactants CC(C)([O-])C.[K+].Cl[CH2:8][C:9]#[N:10].[C:11]1(=[O:16])[CH2:15][CH2:14][CH2:13][CH2:12]1, predict the reaction product. The product is: [O:16]1[C:11]2([CH2:15][CH2:14][CH2:13][CH2:12]2)[CH:8]1[C:9]#[N:10]. (2) Given the reactants [CH3:1][CH:2]([CH3:18])[CH2:3][C:4](C1C=C2C(=CC=1)NC(C(O)=O)=C2)=[O:5].[CH2:19]([O:21][C:22]([C:24]1[NH:25][C:26]2[C:31]([C:32]=1[Br:33])=[CH:30][CH:29]=[CH:28][CH:27]=2)=[O:23])[CH3:20].[Al+3].[Cl-].[Cl-].[Cl-].C(Cl)(=O)CC(C)C, predict the reaction product. The product is: [CH2:19]([O:21][C:22]([C:24]1[NH:25][C:26]2[C:31]([C:32]=1[Br:33])=[CH:30][C:29]([C:4](=[O:5])[CH2:3][CH:2]([CH3:18])[CH3:1])=[CH:28][CH:27]=2)=[O:23])[CH3:20]. (3) Given the reactants O=[C:2]([CH2:8][C:9]1[CH:14]=[CH:13][CH:12]=[CH:11][CH:10]=1)[C:3]([O:5][CH2:6][CH3:7])=[O:4].[C:15]1([NH:21]N)[CH:20]=[CH:19][CH:18]=[CH:17][CH:16]=1.C(O)C.Cl, predict the reaction product. The product is: [C:9]1([C:8]2[C:20]3[C:15](=[CH:16][CH:17]=[CH:18][CH:19]=3)[NH:21][C:2]=2[C:3]([O:5][CH2:6][CH3:7])=[O:4])[CH:14]=[CH:13][CH:12]=[CH:11][CH:10]=1.